This data is from Aqueous solubility values for 9,982 compounds from the AqSolDB database. The task is: Regression/Classification. Given a drug SMILES string, predict its absorption, distribution, metabolism, or excretion properties. Task type varies by dataset: regression for continuous measurements (e.g., permeability, clearance, half-life) or binary classification for categorical outcomes (e.g., BBB penetration, CYP inhibition). For this dataset (solubility_aqsoldb), we predict Y. (1) The drug is O=[Pb]=O. The Y is -7.33 log mol/L. (2) The compound is CC(C)CCCCCCCCCCOC(=O)c1ccc(C(=O)OCCCCCCCCCCC(C)C)c(C(=O)OCCCCCCCCCCC(C)C)c1. The Y is -7.18 log mol/L. (3) The drug is Clc1cc(Cl)c2c(Cl)ccc(Cl)c2c1. The Y is -7.51 log mol/L.